This data is from Reaction yield outcomes from USPTO patents with 853,638 reactions. The task is: Predict the reaction yield, written as a fraction of the theoretical maximum amount of product (1.0 means a 100% yield; for example, 0.34 means a 34% yield). (1) The reactants are [CH:1]1([C:6]([C:8]2[CH:13]=[C:12]([O:14][CH3:15])[CH:11]=[CH:10][C:9]=2OS(C(F)(F)F)(=O)=O)=[O:7])[CH2:5][CH:4]=[CH:3][CH2:2]1.C(N(C(C)C)CC)(C)C.C([O-])(=O)C.[K+].C1(P(C2C=CC=CC=2)CCCP(C2C=CC=CC=2)C2C=CC=CC=2)C=CC=CC=1. The catalyst is CN(C=O)C.[Cl-].[Na+].O.C([O-])(=O)C.[Pd+2].C([O-])(=O)C. The product is [CH3:15][O:14][C:12]1[CH:11]=[CH:10][C:9]2[CH:4]3[CH2:5][CH:1]([C:6](=[O:7])[C:8]=2[CH:13]=1)[CH:2]=[CH:3]3. The yield is 0.950. (2) The reactants are [CH3:1]C(C)([O-])C.[K+].[CH:7]([C:9]1[C:18]2[C:13](=[CH:14][CH:15]=[CH:16][CH:17]=2)[C:12]([NH:19][C:20](=[O:26])[O:21][C:22]([CH3:25])([CH3:24])[CH3:23])=[CH:11][CH:10]=1)=O.[NH4+].[Cl-]. The catalyst is [Br-].C[P+](C1C=CC=CC=1)(C1C=CC=CC=1)C1C=CC=CC=1.C1COCC1. The product is [CH:7]([C:9]1[C:18]2[C:13](=[CH:14][CH:15]=[CH:16][CH:17]=2)[C:12]([NH:19][C:20](=[O:26])[O:21][C:22]([CH3:25])([CH3:24])[CH3:23])=[CH:11][CH:10]=1)=[CH2:1]. The yield is 0.720. (3) The reactants are [CH:1]1([N:7]2[C:12]([OH:13])=[C:11]([C:14]([NH:16][CH2:17][C:18]([O:20]CC)=[O:19])=[O:15])[C:10](=[O:23])[NH:9][C:8]2=[O:24])[CH2:6][CH2:5][CH2:4][CH2:3][CH2:2]1.C(=O)([O-])[O-].[K+].[K+].[CH:31]([C:34]1[CH:41]=[CH:40][C:37]([CH2:38]Cl)=[CH:36][CH:35]=1)([CH3:33])[CH3:32].Cl. The catalyst is CC(N(C)C)=O. The product is [CH:1]1([N:7]2[C:12]([OH:13])=[C:11]([C:14]([NH:16][CH2:17][C:18]([OH:20])=[O:19])=[O:15])[C:10](=[O:23])[N:9]([CH2:38][C:37]3[CH:40]=[CH:41][C:34]([CH:31]([CH3:33])[CH3:32])=[CH:35][CH:36]=3)[C:8]2=[O:24])[CH2:6][CH2:5][CH2:4][CH2:3][CH2:2]1. The yield is 0.360. (4) The reactants are [CH:1]1([CH2:6][CH:7]([C:16]2[NH:20][C:19]([C:21]3[N:26]=[CH:25][C:24]([CH:27]([OH:30])[CH2:28][OH:29])=[CH:23][CH:22]=3)=[CH:18][CH:17]=2)[C:8]2[CH:13]=[CH:12][C:11](SC)=[CH:10][N:9]=2)[CH2:5][CH2:4][CH2:3][CH2:2]1.O1CCC[CH2:32]1.O.O[O:38][S:39]([O-:41])=O.[K+]. The catalyst is C(OCC)(=O)C.CO. The product is [CH:1]1([CH2:6][CH:7]([C:16]2[NH:20][C:19]([C:21]3[N:26]=[CH:25][C:24]([CH:27]([OH:30])[CH2:28][OH:29])=[CH:23][CH:22]=3)=[CH:18][CH:17]=2)[C:8]2[CH:13]=[CH:12][C:11]([S:39]([CH3:32])(=[O:41])=[O:38])=[CH:10][N:9]=2)[CH2:5][CH2:4][CH2:3][CH2:2]1. The yield is 0.430. (5) No catalyst specified. The product is [Br:34][C:35]1[CH:40]=[CH:39][CH:38]=[CH:37][C:36]=1[NH:41][C:42]([NH:29][C:24]1[CH:25]=[CH:26][C:27]([Cl:28])=[C:22]([S:19]([NH:18][CH2:17][CH2:16][CH2:15][CH2:14][CH:13]([NH:12][C:10]([O:9][C:5]([CH3:8])([CH3:6])[CH3:7])=[O:11])[C:31]([OH:33])=[O:32])(=[O:20])=[O:21])[C:23]=1[OH:30])=[O:43]. The yield is 0.0700. The reactants are NC(N)=O.[C:5]([O:9][C:10]([NH:12][CH:13]([C:31]([OH:33])=[O:32])[CH2:14][CH2:15][CH2:16][CH2:17][NH:18][S:19]([C:22]1[C:27]([Cl:28])=[CH:26][CH:25]=[C:24]([NH2:29])[C:23]=1[OH:30])(=[O:21])=[O:20])=[O:11])([CH3:8])([CH3:7])[CH3:6].[Br:34][C:35]1[CH:40]=[CH:39][CH:38]=[CH:37][C:36]=1[N:41]=[C:42]=[O:43]. (6) The reactants are CCN(C(C)C)C(C)C.[C:10]([O:13][CH2:14][CH2:15][C:16]1[C:21]([N+:22]([O-:24])=[O:23])=[CH:20][CH:19]=[C:18]([NH2:25])[C:17]=1[F:26])(=[O:12])[CH3:11].[F:27][C:28]([F:43])([C:32]1[C:41]2[C:36](=[CH:37][CH:38]=[CH:39][CH:40]=2)[C:35]([F:42])=[CH:34][CH:33]=1)[C:29](Cl)=[O:30].FC(F)(C1C2C(=CC=CC=2)C(F)=CC=1)C(O)=O.C(Cl)(=O)C(Cl)=O. The yield is 0.610. The product is [C:10]([O:13][CH2:14][CH2:15][C:16]1[C:21]([N+:22]([O-:24])=[O:23])=[CH:20][CH:19]=[C:18]([NH:25][C:29](=[O:30])[C:28]([F:43])([F:27])[C:32]2[C:41]3[C:36](=[CH:37][CH:38]=[CH:39][CH:40]=3)[C:35]([F:42])=[CH:34][CH:33]=2)[C:17]=1[F:26])(=[O:12])[CH3:11]. The catalyst is C(Cl)Cl. (7) The reactants are [CH2:1]1[C:6]2[NH:7][C:8]3[C:13]([C:5]=2[CH2:4][CH2:3][NH:2]1)=[CH:12][CH:11]=[CH:10][CH:9]=3.[C:14]([O:18][C:19](O[C:19]([O:18][C:14]([CH3:17])([CH3:16])[CH3:15])=[O:20])=[O:20])([CH3:17])([CH3:16])[CH3:15].C(N(CC)CC)C. The catalyst is ClCCl.[Cl-].[Na+].O. The product is [C:14]([O:18][C:19]([N:2]1[CH2:3][CH2:4][C:5]2[C:13]3[C:8](=[CH:9][CH:10]=[CH:11][CH:12]=3)[NH:7][C:6]=2[CH2:1]1)=[O:20])([CH3:17])([CH3:16])[CH3:15]. The yield is 0.970.